This data is from NCI-60 drug combinations with 297,098 pairs across 59 cell lines. The task is: Regression. Given two drug SMILES strings and cell line genomic features, predict the synergy score measuring deviation from expected non-interaction effect. (1) Drug 1: CS(=O)(=O)CCNCC1=CC=C(O1)C2=CC3=C(C=C2)N=CN=C3NC4=CC(=C(C=C4)OCC5=CC(=CC=C5)F)Cl. Drug 2: C1CCC(C(C1)N)N.C(=O)(C(=O)[O-])[O-].[Pt+4]. Cell line: HCT116. Synergy scores: CSS=57.8, Synergy_ZIP=1.09, Synergy_Bliss=1.14, Synergy_Loewe=-12.9, Synergy_HSA=1.75. (2) Drug 1: C1=NC2=C(N1)C(=S)N=C(N2)N. Drug 2: CN(CCCl)CCCl.Cl. Cell line: NCI/ADR-RES. Synergy scores: CSS=27.7, Synergy_ZIP=-12.7, Synergy_Bliss=-5.47, Synergy_Loewe=-6.96, Synergy_HSA=-4.75. (3) Drug 2: CC1=C(N=C(N=C1N)C(CC(=O)N)NCC(C(=O)N)N)C(=O)NC(C(C2=CN=CN2)OC3C(C(C(C(O3)CO)O)O)OC4C(C(C(C(O4)CO)O)OC(=O)N)O)C(=O)NC(C)C(C(C)C(=O)NC(C(C)O)C(=O)NCCC5=NC(=CS5)C6=NC(=CS6)C(=O)NCCC[S+](C)C)O. Drug 1: CC=C1C(=O)NC(C(=O)OC2CC(=O)NC(C(=O)NC(CSSCCC=C2)C(=O)N1)C(C)C)C(C)C. Cell line: KM12. Synergy scores: CSS=56.1, Synergy_ZIP=-6.01, Synergy_Bliss=-1.85, Synergy_Loewe=-0.183, Synergy_HSA=1.73. (4) Drug 1: CC1=CC=C(C=C1)C2=CC(=NN2C3=CC=C(C=C3)S(=O)(=O)N)C(F)(F)F. Drug 2: CC1C(C(CC(O1)OC2CC(CC3=C2C(=C4C(=C3O)C(=O)C5=C(C4=O)C(=CC=C5)OC)O)(C(=O)CO)O)N)O.Cl. Cell line: HT29. Synergy scores: CSS=41.1, Synergy_ZIP=-3.47, Synergy_Bliss=-1.41, Synergy_Loewe=-9.01, Synergy_HSA=0.349. (5) Synergy scores: CSS=41.5, Synergy_ZIP=2.33, Synergy_Bliss=-1.82, Synergy_Loewe=-16.6, Synergy_HSA=-1.90. Cell line: LOX IMVI. Drug 2: CS(=O)(=O)CCNCC1=CC=C(O1)C2=CC3=C(C=C2)N=CN=C3NC4=CC(=C(C=C4)OCC5=CC(=CC=C5)F)Cl. Drug 1: C1=CC(=CC=C1CCC2=CNC3=C2C(=O)NC(=N3)N)C(=O)NC(CCC(=O)O)C(=O)O.